Dataset: Forward reaction prediction with 1.9M reactions from USPTO patents (1976-2016). Task: Predict the product of the given reaction. (1) Given the reactants [N+:1]([C:4]1[C:9]([O:10][CH3:11])=[CH:8][CH:7]=[CH:6][N:5]=1)([O-])=O.Cl[CH2:13][P:14](=[O:21])([O:18][CH2:19][CH3:20])[O:15][CH2:16][CH3:17].C(O[Na])(C)(C)C.Cl, predict the reaction product. The product is: [NH2:1][C:4]1[N:5]=[CH:6][C:7]([CH2:13][P:14](=[O:21])([O:18][CH2:19][CH3:20])[O:15][CH2:16][CH3:17])=[CH:8][C:9]=1[O:10][CH3:11]. (2) Given the reactants [C:1]([C:3]1[CH:8]=[CH:7][C:6]([C:9]([C:17]2[N:18]([CH3:22])[CH:19]=[N:20][CH:21]=2)=[N:10][S:11]([CH2:13][CH:14]([CH3:16])[CH3:15])=[O:12])=[CH:5][C:4]=1[F:23])#[N:2].[CH3:24][Mg+].[Br-], predict the reaction product. The product is: [C:1]([C:3]1[CH:8]=[CH:7][C:6]([C:9]([NH:10][S:11]([CH2:13][CH:14]([CH3:16])[CH3:15])=[O:12])([C:17]2[N:18]([CH3:22])[CH:19]=[N:20][CH:21]=2)[CH3:24])=[CH:5][C:4]=1[F:23])#[N:2]. (3) Given the reactants [OH:1][N:2]=[C:3]([Cl:17])[C@H:4]1[C@H:8]([CH2:9][O:10][CH3:11])[O:7][C:6]2([CH2:16][CH2:15][CH2:14][CH2:13][CH2:12]2)[O:5]1.[CH3:18][S:19](Cl)(=[O:21])=[O:20].C(N(CC)CC)C, predict the reaction product. The product is: [CH3:11][O:10][CH2:9][C@@H:8]1[O:7][C:6]2([CH2:16][CH2:15][CH2:14][CH2:13][CH2:12]2)[O:5][C@H:4]1[C:3]([Cl:17])=[N:2][O:1][S:19]([CH3:18])(=[O:21])=[O:20].